From a dataset of Orexin1 receptor HTS with 218,158 compounds and 233 confirmed actives. Binary Classification. Given a drug SMILES string, predict its activity (active/inactive) in a high-throughput screening assay against a specified biological target. (1) The drug is O=C1N(CCCOC)C(=C(/C1=C\c1cc2OCOc2cc1)C(OC)=O)C. The result is 0 (inactive). (2) The compound is o1c2c(c3CCCCc3c1=O)ccc(OC(C)C(=O)C)c2C. The result is 0 (inactive). (3) The compound is Fc1ccc(NC(=O)C2CCN(CC2)c2n(nnn2)c2ccccc2)cc1. The result is 0 (inactive). (4) The drug is S(=O)(=O)(N(C)C)c1cc(NC(=S)Nc2cc3[nH]c(=O)[nH]c3cc2)c(cc1)C. The result is 0 (inactive).